Dataset: Full USPTO retrosynthesis dataset with 1.9M reactions from patents (1976-2016). Task: Predict the reactants needed to synthesize the given product. (1) Given the product [O:34]1[CH2:33][CH2:32][N:31]([C:12]2[N:13]=[C:14]([C:16]3[CH:24]=[CH:23][CH:22]=[C:21]4[C:17]=3[CH:18]=[N:19][N:20]4[CH:25]3[CH2:30][CH2:29][CH2:28][CH2:27][O:26]3)[N:15]=[C:10]([CH2:9][OH:8])[N:11]=2)[CH2:36][CH2:35]1, predict the reactants needed to synthesize it. The reactants are: C([O:8][CH2:9][C:10]1[N:15]=[C:14]([C:16]2[CH:24]=[CH:23][CH:22]=[C:21]3[C:17]=2[CH:18]=[N:19][N:20]3[CH:25]2[CH2:30][CH2:29][CH2:28][CH2:27][O:26]2)[N:13]=[C:12]([N:31]2[CH2:36][CH2:35][O:34][CH2:33][CH2:32]2)[N:11]=1)C1C=CC=CC=1. (2) Given the product [CH3:1][O:2][C:3]1[CH:4]=[CH:5][C:6]2[CH:10]=[C:9]([C:18]3[C:19]([CH3:23])=[CH:20][N:21]=[C:16]([NH:24][CH:25]4[CH2:26][C:27]([CH3:34])([CH3:33])[NH:28][C:29]([CH3:32])([CH3:31])[CH2:30]4)[N:17]=3)[S:8][C:7]=2[CH:14]=1, predict the reactants needed to synthesize it. The reactants are: [CH3:1][O:2][C:3]1[CH:4]=[CH:5][C:6]2[CH:10]=[C:9](B(O)O)[S:8][C:7]=2[CH:14]=1.Cl[C:16]1[N:21]=[C:20](Cl)[C:19]([CH3:23])=[CH:18][N:17]=1.[NH2:24][CH:25]1[CH2:30][C:29]([CH3:32])([CH3:31])[NH:28][C:27]([CH3:34])([CH3:33])[CH2:26]1. (3) Given the product [C:1]([N:8]1[CH2:13][CH2:12][N:11]([CH:30]([CH3:32])[CH3:29])[CH2:10][C@H:9]1[CH3:14])([O:3][C:4]([CH3:7])([CH3:6])[CH3:5])=[O:2], predict the reactants needed to synthesize it. The reactants are: [C:1]([N:8]1[CH2:13][CH2:12][NH:11][CH2:10][C@H:9]1[CH3:14])([O:3][C:4]([CH3:7])([CH3:6])[CH3:5])=[O:2].C(O[BH-](OC(=O)C)OC(=O)C)(=O)C.[Na+].[CH3:29][C:30]([CH3:32])=O.C(O)(=O)C. (4) Given the product [NH2:4][C:5]1[N:9]([CH2:10][C:11]([OH:13])=[O:12])[N:8]=[C:7]([C:16]2[CH:21]=[CH:20][C:19]([F:22])=[CH:18][CH:17]=2)[C:6]=1[C:23]#[C:24][C:25]1[CH:30]=[CH:29][CH:28]=[CH:27][CH:26]=1, predict the reactants needed to synthesize it. The reactants are: C([NH:4][C:5]1[N:9]([CH2:10][C:11]([O:13]CC)=[O:12])[N:8]=[C:7]([C:16]2[CH:21]=[CH:20][C:19]([F:22])=[CH:18][CH:17]=2)[C:6]=1[C:23]#[C:24][C:25]1[CH:30]=[CH:29][CH:28]=[CH:27][CH:26]=1)(=O)C. (5) Given the product [CH2:18]([C:13]1([NH2:15])[CH2:14][NH:8][CH2:9][CH2:10][NH:11][CH2:12]1)[C:19]1[CH:20]=[CH:21][CH:22]=[CH:23][CH:24]=1, predict the reactants needed to synthesize it. The reactants are: C([N:8]1[CH2:14][C:13]([CH2:18][C:19]2[CH:24]=[CH:23][CH:22]=[CH:21][CH:20]=2)([N+:15]([O-])=O)[CH2:12][N:11](CC2C=CC=CC=2)[CH2:10][CH2:9]1)C1C=CC=CC=1.C([O-])=O.[NH4+].CCOC(C)=O.